This data is from Catalyst prediction with 721,799 reactions and 888 catalyst types from USPTO. The task is: Predict which catalyst facilitates the given reaction. (1) Product: [CH3:25][S:22]([CH2:21][CH2:20][N:6]1[CH:7]=[CH:8][C:4]([N+:1]([O-:3])=[O:2])=[N:5]1)(=[O:24])=[O:23]. Reactant: [N+:1]([C:4]1[CH:8]=[CH:7][NH:6][N:5]=1)([O-:3])=[O:2].CC1C=CC(S(O[CH2:20][CH2:21][S:22]([CH3:25])(=[O:24])=[O:23])(=O)=O)=CC=1.C(=O)([O-])[O-].[K+].[K+]. The catalyst class is: 39. (2) Reactant: [NH:1]1[CH:5]=[CH:4][N:3]=[C:2]1[CH:6]=[O:7].I[CH2:9][CH3:10].[H-].[Na+]. Product: [CH2:9]([N:1]1[CH:5]=[CH:4][N:3]=[C:2]1[CH:6]=[O:7])[CH3:10]. The catalyst class is: 3. (3) Reactant: [Cl:1][C:2]1[CH:3]=[C:4]([C:8]2[C:17]3[C:12](=[CH:13][CH:14]=[C:15]([C:18]([C:26]4[CH:27]=[N:28][C:29]([Cl:32])=[CH:30][CH:31]=4)([C:20]4[N:21]([CH3:25])[CH:22]=[N:23][CH:24]=4)O)[CH:16]=3)[N:11]=[C:10]([O:33]C)[CH:9]=2)[CH:5]=[CH:6][CH:7]=1.S(Cl)(Cl)=O.CO.C(Cl)(Cl)Cl.[NH4+:45].[OH-]. Product: [NH2:45][C:18]([C:26]1[CH:27]=[N:28][C:29]([Cl:32])=[CH:30][CH:31]=1)([C:20]1[N:21]([CH3:25])[CH:22]=[N:23][CH:24]=1)[C:15]1[CH:16]=[C:17]2[C:12](=[CH:13][CH:14]=1)[NH:11][C:10](=[O:33])[CH:9]=[C:8]2[C:4]1[CH:5]=[CH:6][CH:7]=[C:2]([Cl:1])[CH:3]=1. The catalyst class is: 11. (4) Reactant: [CH2:1]([O:3][CH:4]([CH2:8][C:9]1[CH:14]=[CH:13][C:12]([O:15][CH2:16][CH2:17][N:18]2[C:23](=[O:24])[CH:22]=[C:21]([C:25]3[CH:30]=[CH:29][CH:28]=[CH:27][CH:26]=3)[N:20]=[C:19]2[CH2:31][CH3:32])=[CH:11][CH:10]=1)[C:5]([OH:7])=[O:6])[CH3:2].[NH2:33][C@H:34]([C:40]([OH:42])=[O:41])[CH2:35][CH2:36][CH2:37][CH2:38][NH2:39]. Product: [NH2:33][C@H:34]([C:40]([OH:42])=[O:41])[CH2:35][CH2:36][CH2:37][CH2:38][NH2:39].[CH2:1]([O:3][CH:4]([CH2:8][C:9]1[CH:10]=[CH:11][C:12]([O:15][CH2:16][CH2:17][N:18]2[C:23](=[O:24])[CH:22]=[C:21]([C:25]3[CH:30]=[CH:29][CH:28]=[CH:27][CH:26]=3)[N:20]=[C:19]2[CH2:31][CH3:32])=[CH:13][CH:14]=1)[C:5]([OH:7])=[O:6])[CH3:2]. The catalyst class is: 32. (5) Reactant: [NH2:1][C:2]1[C:6]2[CH:7]=[C:8]([Cl:11])[CH:9]=[CH:10][C:5]=2[O:4][C:3]=1[C:12](=[O:27])[C:13]1[CH:18]=[CH:17][CH:16]=[CH:15][C:14]=1[O:19]CC1C=CC=CC=1. Product: [NH2:1][C:2]1[C:6]2[CH:7]=[C:8]([Cl:11])[CH:9]=[CH:10][C:5]=2[O:4][C:3]=1[C:12](=[O:27])[C:13]1[CH:18]=[CH:17][CH:16]=[CH:15][C:14]=1[OH:19]. The catalyst class is: 78. (6) Reactant: C[C@H]1O[C@H]([O:8][CH:9]2[C@@H:14]([OH:15])[C@@H:13]([OH:16])[CH:12]([OH:17])[C@H:11]([OH:18])[C@H:10]2[OH:19])[C@@H](N)C[C@@H]1N=C(N)C(O)=O.Cl.FC(F)(F)C(O)=O.[Mn]([O-])(=O)(=O)=O.[K+].C[C@H]1O[C@H](O[C@@H]2[C@@H](O)[C@@H](O)[C@H](O)[C@H](O)[C@H]2O)[C@@H](N)C[C@@H]1NC(C(O)=O)=N. Product: [CH:9]1([OH:8])[CH:10]([OH:19])[CH:11]([OH:18])[CH:12]([OH:17])[CH:13]([OH:16])[CH:14]1[OH:15]. The catalyst class is: 211. (7) Reactant: [CH2:1]([O:8][C:9]1[CH:14]=[CH:13][C:12]([C:15]2[NH:36][C:18]3=[N:19][C:20]([C:23]4[CH2:28][CH2:27][N:26](C(OC(C)(C)C)=O)[CH2:25][CH:24]=4)=[CH:21][CH:22]=[C:17]3[N:16]=2)=[CH:11][CH:10]=1)[C:2]1[CH:7]=[CH:6][CH:5]=[CH:4][CH:3]=1.C(O)(C(F)(F)F)=O. Product: [CH2:1]([O:8][C:9]1[CH:14]=[CH:13][C:12]([C:15]2[NH:36][C:18]3=[N:19][C:20]([C:23]4[CH2:28][CH2:27][NH:26][CH2:25][CH:24]=4)=[CH:21][CH:22]=[C:17]3[N:16]=2)=[CH:11][CH:10]=1)[C:2]1[CH:3]=[CH:4][CH:5]=[CH:6][CH:7]=1. The catalyst class is: 2.